Dataset: Full USPTO retrosynthesis dataset with 1.9M reactions from patents (1976-2016). Task: Predict the reactants needed to synthesize the given product. (1) Given the product [CH3:1][C:2]1[NH:7][C:6](=[O:8])[NH:5][C:4](=[O:9])[C:3]=1[CH:10]([CH2:14][CH2:15][CH3:16])[C:11]([O:13][CH3:21])=[O:12], predict the reactants needed to synthesize it. The reactants are: [CH3:1][C:2]1[NH:7][C:6](=[O:8])[NH:5][C:4](=[O:9])[C:3]=1[CH:10]([CH2:14][CH2:15][CH3:16])[C:11]([OH:13])=[O:12].S(Cl)(Cl)=O.[CH3:21]O. (2) Given the product [OH:1][CH2:2][CH2:3][C:4]1[C:13]([I:21])=[CH:12][C:7]2[C:8](=[O:11])[O:9][CH2:10][C:6]=2[CH:5]=1.[OH:1][CH2:2][CH2:3][C:4]1[CH:13]=[CH:12][C:7]2[C:8](=[O:11])[O:9][CH2:10][C:6]=2[C:5]=1[I:21], predict the reactants needed to synthesize it. The reactants are: [OH:1][CH2:2][CH2:3][C:4]1[CH:13]=[CH:12][C:7]2[C:8](=[O:11])[O:9][CH2:10][C:6]=2[CH:5]=1.C1C(=O)N([I:21])C(=O)C1.